From a dataset of Forward reaction prediction with 1.9M reactions from USPTO patents (1976-2016). Predict the product of the given reaction. (1) Given the reactants Br[CH:2]([CH2:32][CH3:33])[C:3]([NH:5][C@H:6]([C:16]1[C:21]([C:22]2[CH:23]=[CH:24][C:25]([F:31])=[C:26]([CH:30]=2)[C:27]([NH2:29])=[O:28])=[CH:20][CH:19]=[CH:18][N:17]=1)[CH2:7][C:8]1[CH:13]=[C:12]([F:14])[CH:11]=[C:10]([F:15])[CH:9]=1)=[O:4].[F:34][C:35]([F:42])([F:41])[C:36]1[CH:37]=[N:38][NH:39][CH:40]=1, predict the reaction product. The product is: [F:15][C:10]1[CH:9]=[C:8]([CH2:7][C@@H:6]([C:16]2[C:21]([C:22]3[CH:23]=[CH:24][C:25]([F:31])=[C:26]([CH:30]=3)[C:27]([NH2:29])=[O:28])=[CH:20][CH:19]=[CH:18][N:17]=2)[NH:5][C:3](=[O:4])[CH:2]([N:38]2[CH:37]=[C:36]([C:35]([F:42])([F:41])[F:34])[CH:40]=[N:39]2)[CH2:32][CH3:33])[CH:13]=[C:12]([F:14])[CH:11]=1. (2) Given the reactants [C:1]1([CH2:7][C:8](Cl)=[O:9])[CH:6]=[CH:5][CH:4]=[CH:3][CH:2]=1.[S-:11][C:12]#[N:13].[K+].[NH2:15][C:16]1[CH:36]=[CH:35][C:19]([O:20][C:21]2[CH:26]=[C:25]([NH:27][C:28]([N:30]3[CH2:34][CH2:33][CH2:32][CH2:31]3)=[O:29])[N:24]=[CH:23][CH:22]=2)=[C:18]([Cl:37])[CH:17]=1.C(OCC)C.CCCCCC, predict the reaction product. The product is: [Cl:37][C:18]1[CH:17]=[C:16]([NH:15][C:12]([NH:13][C:8](=[O:9])[CH2:7][C:1]2[CH:6]=[CH:5][CH:4]=[CH:3][CH:2]=2)=[S:11])[CH:36]=[CH:35][C:19]=1[O:20][C:21]1[CH:26]=[C:25]([NH:27][C:28]([N:30]2[CH2:31][CH2:32][CH2:33][CH2:34]2)=[O:29])[N:24]=[CH:23][CH:22]=1. (3) Given the reactants [CH3:1][O:2][C:3]([C:5]1[CH:10]=[CH:9][C:8]([C@@H:11]([NH:13][C:14]([C:16]2[CH:17]=[CH:18][CH:19]=[C:20]3[C:24]=2[N:23](C(OC(C)(C)C)=O)[CH2:22][CH2:21]3)=[O:15])[CH3:12])=[CH:7][CH:6]=1)=[O:4].C(O)(C(F)(F)F)=O, predict the reaction product. The product is: [NH:23]1[C:24]2[C:20](=[CH:19][CH:18]=[CH:17][C:16]=2[C:14]([NH:13][C@H:11]([C:8]2[CH:7]=[CH:6][C:5]([C:3]([O:2][CH3:1])=[O:4])=[CH:10][CH:9]=2)[CH3:12])=[O:15])[CH2:21][CH2:22]1. (4) Given the reactants [CH:1]1([CH2:6][C@H:7]([NH:10][C:11](=[O:17])[O:12][C:13]([CH3:16])([CH3:15])[CH3:14])[CH2:8][OH:9])[CH2:5][CH2:4][CH2:3][CH2:2]1.[CH3:18][S:19](Cl)(=[O:21])=[O:20].O, predict the reaction product. The product is: [CH3:18][S:19]([O:9][CH2:8][C@@H:7]([NH:10][C:11]([O:12][C:13]([CH3:14])([CH3:16])[CH3:15])=[O:17])[CH2:6][CH:1]1[CH2:2][CH2:3][CH2:4][CH2:5]1)(=[O:21])=[O:20]. (5) Given the reactants C(OC(=O)C)(=O)C.[N:8]1([CH2:17][CH:18]([OH:35])[CH2:19][O:20][C:21]2[CH:26]=[CH:25][C:24]([CH2:27][CH2:28][CH2:29][CH2:30][CH2:31][CH2:32][CH2:33][CH3:34])=[CH:23][CH:22]=2)[C:16]2[C:11](=[CH:12][CH:13]=[CH:14][CH:15]=2)[CH:10]=[N:9]1.C(=O)([O-])O.[Na+].[Na+].[Cl-], predict the reaction product. The product is: [N:8]1([CH2:17][C:18](=[O:35])[CH2:19][O:20][C:21]2[CH:22]=[CH:23][C:24]([CH2:27][CH2:28][CH2:29][CH2:30][CH2:31][CH2:32][CH2:33][CH3:34])=[CH:25][CH:26]=2)[C:16]2[C:11](=[CH:12][CH:13]=[CH:14][CH:15]=2)[CH:10]=[N:9]1.